This data is from NCI-60 drug combinations with 297,098 pairs across 59 cell lines. The task is: Regression. Given two drug SMILES strings and cell line genomic features, predict the synergy score measuring deviation from expected non-interaction effect. (1) Synergy scores: CSS=20.7, Synergy_ZIP=-3.92, Synergy_Bliss=1.71, Synergy_Loewe=2.40, Synergy_HSA=3.90. Drug 2: C1=NC(=NC(=O)N1C2C(C(C(O2)CO)O)O)N. Drug 1: C1CC(C1)(C(=O)O)C(=O)O.[NH2-].[NH2-].[Pt+2]. Cell line: IGROV1. (2) Drug 1: C1=CC(=CC=C1CC(C(=O)O)N)N(CCCl)CCCl.Cl. Drug 2: CC1CCCC2(C(O2)CC(NC(=O)CC(C(C(=O)C(C1O)C)(C)C)O)C(=CC3=CSC(=N3)C)C)C. Cell line: PC-3. Synergy scores: CSS=8.77, Synergy_ZIP=-3.03, Synergy_Bliss=1.49, Synergy_Loewe=-0.464, Synergy_HSA=0.0500. (3) Drug 1: C1=NC2=C(N=C(N=C2N1C3C(C(C(O3)CO)O)F)Cl)N. Drug 2: CCN(CC)CCNC(=O)C1=C(NC(=C1C)C=C2C3=C(C=CC(=C3)F)NC2=O)C. Cell line: EKVX. Synergy scores: CSS=1.40, Synergy_ZIP=-1.74, Synergy_Bliss=-3.99, Synergy_Loewe=0.199, Synergy_HSA=-2.39. (4) Drug 1: CC1=C(C(=O)C2=C(C1=O)N3CC4C(C3(C2COC(=O)N)OC)N4)N. Drug 2: C1CN(P(=O)(OC1)NCCCl)CCCl. Cell line: 786-0. Synergy scores: CSS=9.69, Synergy_ZIP=-7.62, Synergy_Bliss=-0.316, Synergy_Loewe=-31.2, Synergy_HSA=-0.758.